Task: Regression. Given a peptide amino acid sequence and an MHC pseudo amino acid sequence, predict their binding affinity value. This is MHC class I binding data.. Dataset: Peptide-MHC class I binding affinity with 185,985 pairs from IEDB/IMGT (1) The MHC is HLA-A02:06 with pseudo-sequence HLA-A02:06. The peptide sequence is YCLERWMLV. The binding affinity (normalized) is 0. (2) The peptide sequence is TDSQTATKRI. The MHC is Mamu-A11 with pseudo-sequence Mamu-A11. The binding affinity (normalized) is 0.551.